Dataset: Full USPTO retrosynthesis dataset with 1.9M reactions from patents (1976-2016). Task: Predict the reactants needed to synthesize the given product. (1) Given the product [CH3:1][O:2][C:3](=[O:28])[CH2:4][C:5]1[CH:10]=[CH:9][CH:8]=[C:7]([S:11]([C:14]2[CH:15]=[CH:16][C:17]([OH:20])=[CH:18][CH:19]=2)(=[O:12])=[O:13])[CH:6]=1, predict the reactants needed to synthesize it. The reactants are: [CH3:1][O:2][C:3](=[O:28])[CH2:4][C:5]1[CH:10]=[CH:9][CH:8]=[C:7]([S:11]([C:14]2[CH:19]=[CH:18][C:17]([O:20]CC3C=CC=CC=3)=[CH:16][CH:15]=2)(=[O:13])=[O:12])[CH:6]=1.O1CCCC1. (2) The reactants are: [O:1]1[C:5]2[CH:6]=[C:7]([NH2:10])[CH:8]=[CH:9][C:4]=2[C:3]([NH2:11])=[N:2]1.[C:12]([C:14]1[CH:19]=[C:18]([N:20]2[CH:24]=[CH:23][C:22]([N:25]3[CH2:30][CH2:29][O:28][C@@:27]([C@@H:32]([OH:36])[C:33](O)=[O:34])([CH3:31])[C:26]3=[O:37])=[N:21]2)[CH:17]=[CH:16][N:15]=1)#[N:13].C(Cl)CCl.C1C(C(F)(F)F)=CC([N+]([O-])=O)=C(C(O)=O)C=1. Given the product [NH2:11][C:3]1[C:4]2[CH:9]=[CH:8][C:7]([NH:10][C:33](=[O:34])[C@@H:32]([C@@:27]3([CH3:31])[O:28][CH2:29][CH2:30][N:25]([C:22]4[CH:23]=[CH:24][N:20]([C:18]5[CH:17]=[CH:16][N:15]=[C:14]([C:12]#[N:13])[CH:19]=5)[N:21]=4)[C:26]3=[O:37])[OH:36])=[CH:6][C:5]=2[O:1][N:2]=1, predict the reactants needed to synthesize it. (3) Given the product [C:21]([C:22]1[CH:29]=[CH:28][C:25]([CH2:26][NH:27][C:4](=[O:6])[CH:3]([O:2][CH3:1])[C:7]2[CH:12]=[CH:11][CH:10]=[C:9]([O:13][C:14]3[CH:19]=[CH:18][CH:17]=[CH:16][CH:15]=3)[CH:8]=2)=[CH:24][CH:23]=1)#[N:20], predict the reactants needed to synthesize it. The reactants are: [CH3:1][O:2][CH:3]([C:7]1[CH:12]=[CH:11][CH:10]=[C:9]([O:13][C:14]2[CH:19]=[CH:18][CH:17]=[CH:16][CH:15]=2)[CH:8]=1)[C:4]([OH:6])=O.[NH2:20][CH2:21][C:22]1[CH:29]=[CH:28][C:25]([C:26]#[N:27])=[CH:24][CH:23]=1.